This data is from NCI-60 drug combinations with 297,098 pairs across 59 cell lines. The task is: Regression. Given two drug SMILES strings and cell line genomic features, predict the synergy score measuring deviation from expected non-interaction effect. (1) Drug 1: CN(C)N=NC1=C(NC=N1)C(=O)N. Drug 2: C1=NC2=C(N=C(N=C2N1C3C(C(C(O3)CO)O)F)Cl)N. Cell line: UO-31. Synergy scores: CSS=33.0, Synergy_ZIP=-11.5, Synergy_Bliss=-5.01, Synergy_Loewe=-8.32, Synergy_HSA=-2.22. (2) Drug 1: CC1=C(C=C(C=C1)C(=O)NC2=CC(=CC(=C2)C(F)(F)F)N3C=C(N=C3)C)NC4=NC=CC(=N4)C5=CN=CC=C5. Drug 2: CC1CCC2CC(C(=CC=CC=CC(CC(C(=O)C(C(C(=CC(C(=O)CC(OC(=O)C3CCCCN3C(=O)C(=O)C1(O2)O)C(C)CC4CCC(C(C4)OC)O)C)C)O)OC)C)C)C)OC. Cell line: DU-145. Synergy scores: CSS=3.90, Synergy_ZIP=-0.722, Synergy_Bliss=0.386, Synergy_Loewe=-3.25, Synergy_HSA=-0.990.